This data is from Full USPTO retrosynthesis dataset with 1.9M reactions from patents (1976-2016). The task is: Predict the reactants needed to synthesize the given product. (1) Given the product [NH2:19][C:10]1[CH:11]=[C:12]([O:17][CH3:18])[C:13]([O:15][CH3:16])=[CH:14][C:9]=1[CH2:8][CH2:7][CH2:6][CH2:5][C:4]([OH:20])=[O:3], predict the reactants needed to synthesize it. The reactants are: C([O:3][C:4](=[O:20])[CH2:5][CH2:6][CH2:7][CH2:8][C:9]1[CH:14]=[C:13]([O:15][CH3:16])[C:12]([O:17][CH3:18])=[CH:11][C:10]=1[NH2:19])C.[OH-].[Na+].Cl. (2) The reactants are: [ClH:1].[CH3:2][CH:3]([C:5]1[NH:9][C:8]2[CH2:10][CH2:11][CH2:12][C:13](=[O:14])[C:7]=2[N:6]=1)[CH3:4].[Br-].[CH3:16][CH:17]1[CH2:21][CH2:20][CH2:19]O1.[ClH:22].C[CH:24](O)[CH3:25]. Given the product [ClH:1].[Cl:1][C:20]1[CH:21]=[C:17]([CH2:16][N:6]2[C:7]3[C:13](=[O:14])[CH2:12][CH2:11][CH2:10][C:8]=3[N:9]=[C:5]2[CH:3]([CH3:2])[CH3:4])[CH:24]=[CH:25][C:19]=1[Cl:22], predict the reactants needed to synthesize it.